This data is from Forward reaction prediction with 1.9M reactions from USPTO patents (1976-2016). The task is: Predict the product of the given reaction. (1) Given the reactants [CH:1]([O:4][C:5]1[C:6]([N+:19]([O-:21])=[O:20])=[CH:7][C:8]([CH3:18])=[C:9]([C:11]2[CH2:16][CH2:15][C:14](=O)[CH2:13][CH:12]=2)[CH:10]=1)([CH3:3])[CH3:2].[CH3:22][NH:23][CH3:24].CC(O)=O.[BH-](OC(C)=O)(OC(C)=O)OC(C)=O.[Na+], predict the reaction product. The product is: [CH:1]([O:4][C:5]1[C:6]([N+:19]([O-:21])=[O:20])=[CH:7][C:8]([CH3:18])=[C:9]([C:11]2[CH2:16][CH2:15][CH:14]([N:23]([CH3:24])[CH3:22])[CH2:13][CH:12]=2)[CH:10]=1)([CH3:3])[CH3:2]. (2) Given the reactants [NH:1]1[CH2:6][CH2:5][CH2:4][CH2:3][CH:2]1[CH2:7][OH:8].C(N(CC)CC)C.[CH3:16][O:17][C:18]1[CH:23]=[C:22]([CH3:24])[C:21]([S:25](Cl)(=[O:27])=[O:26])=[C:20]([CH3:29])[CH:19]=1, predict the reaction product. The product is: [CH3:16][O:17][C:18]1[CH:19]=[C:20]([CH3:29])[C:21]([S:25]([N:1]2[CH2:6][CH2:5][CH2:4][CH2:3][CH:2]2[CH2:7][OH:8])(=[O:26])=[O:27])=[C:22]([CH3:24])[CH:23]=1.